From a dataset of Catalyst prediction with 721,799 reactions and 888 catalyst types from USPTO. Predict which catalyst facilitates the given reaction. Reactant: [CH2:1]([N:8]1[CH2:13][C:12](=[O:14])[NH:11][C:10]2[CH:15]=[C:16]([C:19](OC)=[O:20])[CH:17]=[N:18][C:9]1=2)[C:2]1[CH:7]=[CH:6][CH:5]=[CH:4][CH:3]=1.[H-].[Na+].[H-].[Al+3].[Li+].[H-].[H-].[H-].CO. Product: [CH2:1]([N:8]1[CH2:13][C:12](=[O:14])[NH:11][C:10]2[CH:15]=[C:16]([CH2:19][OH:20])[CH:17]=[N:18][C:9]1=2)[C:2]1[CH:3]=[CH:4][CH:5]=[CH:6][CH:7]=1. The catalyst class is: 253.